Dataset: Catalyst prediction with 721,799 reactions and 888 catalyst types from USPTO. Task: Predict which catalyst facilitates the given reaction. (1) Reactant: C([O:8][CH:9]1[CH2:12][C:11]2([CH2:16][C:15]([C:17]3[CH:22]=[N:21][C:20]4[N:23]([CH2:26][CH3:27])[N:24]=[CH:25][C:19]=4[C:18]=3[NH:28][CH:29]3[CH2:34][CH2:33][O:32][CH2:31][CH2:30]3)=[N:14][O:13]2)[CH2:10]1)C1C=CC=CC=1. Product: [CH2:26]([N:23]1[C:20]2=[N:21][CH:22]=[C:17]([C:15]3[CH2:16][C:11]4([CH2:10][CH:9]([OH:8])[CH2:12]4)[O:13][N:14]=3)[C:18]([NH:28][CH:29]3[CH2:34][CH2:33][O:32][CH2:31][CH2:30]3)=[C:19]2[CH:25]=[N:24]1)[CH3:27]. The catalyst class is: 19. (2) Reactant: [NH:1]1[C:9]2[C:4](=[CH:5][C:6]([N:10]3[CH:15]=[CH:14][C:13]([C:16]4[CH:21]=[CH:20][C:19]([C:22]([F:25])([F:24])[F:23])=[CH:18][CH:17]=4)=[CH:12][C:11]3=[O:26])=[CH:7][CH:8]=2)[CH:3]=[N:2]1.S(C1C=CC([N+]([O-])=O)=CC=1)(O[CH2:31][C@H:32]1[O:34][CH2:33]1)(=O)=O.C(=O)([O-])[O-].[Cs+].[Cs+]. Product: [O:34]1[CH2:33][C@H:32]1[CH2:31][N:1]1[C:9]2[C:4](=[CH:5][C:6]([N:10]3[CH:15]=[CH:14][C:13]([C:16]4[CH:21]=[CH:20][C:19]([C:22]([F:24])([F:25])[F:23])=[CH:18][CH:17]=4)=[CH:12][C:11]3=[O:26])=[CH:7][CH:8]=2)[CH:3]=[N:2]1. The catalyst class is: 58. (3) Reactant: CON(C)[C:4]([C:6]1[CH:11]=[CH:10][N:9]2[CH:12]=[CH:13][N:14]=[C:8]2[CH:7]=1)=[O:5].[C:16]([Mg]Br)#[C:17][CH3:18]. Product: [N:14]1[CH:13]=[CH:12][N:9]2[CH:10]=[CH:11][C:6]([C:4](=[O:5])[C:16]#[C:17][CH3:18])=[CH:7][C:8]=12. The catalyst class is: 1. (4) Reactant: [CH3:1][O:2][C:3]1[CH:4]=[C:5]2[C:10](=[CH:11][C:12]=1[O:13][CH3:14])[N:9]=[CH:8][N:7]=[C:6]2[O:15][C:16]1[CH:21]=[CH:20][C:19]([CH2:22][C:23](O)=[O:24])=[CH:18][CH:17]=1.C(Cl)(=O)C(Cl)=O.[NH2:32][C:33]1[O:37][N:36]=[C:35]([CH:38]([CH3:40])[CH3:39])[CH:34]=1. Product: [CH:38]([C:35]1[CH:34]=[C:33]([NH:32][C:23](=[O:24])[CH2:22][C:19]2[CH:18]=[CH:17][C:16]([O:15][C:6]3[C:5]4[C:10](=[CH:11][C:12]([O:13][CH3:14])=[C:3]([O:2][CH3:1])[CH:4]=4)[N:9]=[CH:8][N:7]=3)=[CH:21][CH:20]=2)[O:37][N:36]=1)([CH3:40])[CH3:39]. The catalyst class is: 2. (5) Reactant: [NH2:1][CH2:2][C:3]1[C:4]([F:39])=[CH:5][C:6]([Cl:38])=[C:7]([NH:9][C:10]2[N:14]([CH3:15])[C:13]3[CH:16]=[C:17]([O:33][CH2:34][CH:35]([F:37])[F:36])[C:18]([C:20]([NH:22][C@H:23]4[CH2:28][CH2:27][C@H:26]([C:29]([F:32])([F:31])[F:30])[CH2:25][CH2:24]4)=[O:21])=[CH:19][C:12]=3[N:11]=2)[CH:8]=1.[F:40][C:41]([F:49])([F:48])[C:42]1([C:45](O)=[O:46])[CH2:44][CH2:43]1.CN(C(ON1N=NC2C=CC=CC1=2)=[N+](C)C)C.F[P-](F)(F)(F)(F)F. Product: [Cl:38][C:6]1[CH:5]=[C:4]([F:39])[C:3]([CH2:2][NH:1][C:45]([C:42]2([C:41]([F:49])([F:48])[F:40])[CH2:44][CH2:43]2)=[O:46])=[CH:8][C:7]=1[NH:9][C:10]1[N:14]([CH3:15])[C:13]2[CH:16]=[C:17]([O:33][CH2:34][CH:35]([F:36])[F:37])[C:18]([C:20]([NH:22][C@H:23]3[CH2:28][CH2:27][C@H:26]([C:29]([F:31])([F:32])[F:30])[CH2:25][CH2:24]3)=[O:21])=[CH:19][C:12]=2[N:11]=1. The catalyst class is: 3.